Dataset: Reaction yield outcomes from USPTO patents with 853,638 reactions. Task: Predict the reaction yield, written as a fraction of the theoretical maximum amount of product (1.0 means a 100% yield; for example, 0.34 means a 34% yield). (1) The reactants are [CH3:1][O:2][CH:3]1[CH2:8][CH2:7][N:6]([C:9]2[N:14]=[C:13]([NH:15][C:16]3[N:21]=[CH:20][C:19]4[N:22]=[C:23]([C:26]5[CH:27]=[N:28][N:29](COCC[Si](C)(C)C)[CH:30]=5)[N:24]([CH3:25])[C:18]=4[CH:17]=3)[CH:12]=[CH:11][N:10]=2)[CH2:5][CH2:4]1. The catalyst is CO.Cl. The product is [CH3:1][O:2][CH:3]1[CH2:4][CH2:5][N:6]([C:9]2[N:14]=[C:13]([NH:15][C:16]3[N:21]=[CH:20][C:19]4[N:22]=[C:23]([C:26]5[CH:30]=[N:29][NH:28][CH:27]=5)[N:24]([CH3:25])[C:18]=4[CH:17]=3)[CH:12]=[CH:11][N:10]=2)[CH2:7][CH2:8]1. The yield is 0.620. (2) The yield is 0.650. The catalyst is CCO. The reactants are [OH:1][C:2]1[C:3]([CH2:8][OH:9])=[N:4][CH:5]=[CH:6][CH:7]=1.[OH-].[K+].[CH2:12](Br)[C:13]1[CH:18]=[CH:17][CH:16]=[CH:15][CH:14]=1. The product is [CH2:12]([O:1][C:2]1[C:3]([CH2:8][OH:9])=[N:4][CH:5]=[CH:6][CH:7]=1)[C:13]1[CH:18]=[CH:17][CH:16]=[CH:15][CH:14]=1. (3) The reactants are C[O:2][C:3]([C:5]1[N:9]=[CH:8][N:7]([CH2:10][O:11][CH2:12][CH2:13][Si:14]([CH3:17])([CH3:16])[CH3:15])[N:6]=1)=[O:4].[OH-].[K+:19]. The catalyst is CCO.CCOCC. The product is [K+:19].[CH3:15][Si:14]([CH3:17])([CH3:16])[CH2:13][CH2:12][O:11][CH2:10][N:7]1[CH:8]=[N:9][C:5]([C:3]([O-:4])=[O:2])=[N:6]1. The yield is 0.970. (4) The reactants are [N:1]([CH:4]1[CH2:11][CH2:10][CH:9](Br)[CH:8]2[N:13]([CH2:14][C:15]3[CH:20]=[CH:19][CH:18]=[CH:17][CH:16]=3)[CH:5]1[CH2:6][CH2:7]2)=[N+]=[N-].N(C1CCC2N(CC3C=CC=CC=3)C1CCC2Br)=[N+]=[N-]. No catalyst specified. The product is [CH2:14]([N:13]1[CH:9]2[CH:8]3[NH:1][CH:4]([CH2:11][CH2:10]2)[CH:5]1[CH2:6][CH2:7]3)[C:15]1[CH:20]=[CH:19][CH:18]=[CH:17][CH:16]=1. The yield is 0.680. (5) The reactants are Cl.Cl.Cl.[CH3:4][O:5][C:6](=[O:60])[NH:7][C@H:8]([C:12]([N:14]1[CH2:18][C@@H:17]([O:19][CH3:20])[CH2:16][C@H:15]1[C:21]1[NH:22][CH:23]=[C:24]([C:26]2[CH:31]=[CH:30][C:29]([C:32]3[CH:37]=[C:36]([Cl:38])[C:35]([NH:39][C:40]([C:42]4[CH:43]=[N:44][C:45]([N:48]5[CH2:53][CH2:52][NH:51][CH2:50][C@H:49]5[CH3:54])=[CH:46][CH:47]=4)=[O:41])=[CH:34][C:33]=3[O:55][C:56]([F:59])([F:58])[F:57])=[CH:28][CH:27]=2)[N:25]=1)=[O:13])[CH:9]([CH3:11])[CH3:10].C(N(CC)C(C)C)(C)C.[CH3:70][C:71](C)([CH3:75])[C:72](Cl)=O. The catalyst is CC(N(C)C)=O. The product is [CH3:4][O:5][C:6](=[O:60])[NH:7][C@H:8]([C:12]([N:14]1[CH2:18][C@@H:17]([O:19][CH3:20])[CH2:16][C@H:15]1[C:21]1[NH:22][CH:23]=[C:24]([C:26]2[CH:31]=[CH:30][C:29]([C:32]3[CH:37]=[C:36]([Cl:38])[C:35]([NH:39][C:40]([C:42]4[CH:43]=[N:44][C:45]([N:48]5[CH2:53][CH2:52][N:51]([C:71]([CH3:75])([CH3:72])[CH3:70])[CH2:50][C@H:49]5[CH3:54])=[CH:46][CH:47]=4)=[O:41])=[CH:34][C:33]=3[O:55][C:56]([F:59])([F:58])[F:57])=[CH:28][CH:27]=2)[N:25]=1)=[O:13])[CH:9]([CH3:11])[CH3:10]. The yield is 0.510. (6) The catalyst is CN(C=O)C. The reactants are [F:1][C:2]([F:33])([F:32])[C:3]1[CH:8]=[CH:7][C:6]([C:9]2[CH2:10][CH2:11][N:12]([C:15]([O:17][CH2:18][C@@:19]([OH:31])([CH3:30])[CH2:20][N:21]3[CH:25]=[C:24]([N+:26]([O-:28])=[O:27])[N:23]=[C:22]3Cl)=[O:16])[CH2:13][CH:14]=2)=[CH:5][CH:4]=1.[H-].[Na+]. The product is [F:1][C:2]([F:33])([F:32])[C:3]1[CH:8]=[CH:7][C:6]([C:9]2[CH2:10][CH2:11][N:12]([C:15]([O:17][CH2:18][C@:19]3([CH3:30])[O:31][C:22]4=[N:23][C:24]([N+:26]([O-:28])=[O:27])=[CH:25][N:21]4[CH2:20]3)=[O:16])[CH2:13][CH:14]=2)=[CH:5][CH:4]=1. The yield is 0.490. (7) The reactants are [CH2:1]([C:3]1[O:7][N:6]=[C:5]([C:8]2[CH:13]=[CH:12][CH:11]=[CH:10][CH:9]=2)[C:4]=1[C:14]1[N:15]=[CH:16][NH:17][CH:18]=1)[CH3:2].F[C:20]1[CH:25]=[CH:24][C:23]([N+:26]([O-:28])=[O:27])=[CH:22][CH:21]=1. No catalyst specified. The product is [CH2:1]([C:3]1[O:7][N:6]=[C:5]([C:8]2[CH:13]=[CH:12][CH:11]=[CH:10][CH:9]=2)[C:4]=1[C:14]1[N:15]=[CH:16][N:17]([C:20]2[CH:25]=[CH:24][C:23]([N+:26]([O-:28])=[O:27])=[CH:22][CH:21]=2)[CH:18]=1)[CH3:2]. The yield is 0.300.